The task is: Regression. Given two drug SMILES strings and cell line genomic features, predict the synergy score measuring deviation from expected non-interaction effect.. This data is from NCI-60 drug combinations with 297,098 pairs across 59 cell lines. (1) Drug 1: CC1=C(C(CCC1)(C)C)C=CC(=CC=CC(=CC(=O)O)C)C. Drug 2: C1CNP(=O)(OC1)N(CCCl)CCCl. Cell line: CAKI-1. Synergy scores: CSS=-6.98, Synergy_ZIP=8.33, Synergy_Bliss=-1.39, Synergy_Loewe=-12.3, Synergy_HSA=-10.4. (2) Drug 1: CN1C2=C(C=C(C=C2)N(CCCl)CCCl)N=C1CCCC(=O)O.Cl. Drug 2: C1=NNC2=C1C(=O)NC=N2. Cell line: IGROV1. Synergy scores: CSS=0.425, Synergy_ZIP=-0.127, Synergy_Bliss=0.445, Synergy_Loewe=-0.330, Synergy_HSA=-0.211. (3) Drug 1: CCCS(=O)(=O)NC1=C(C(=C(C=C1)F)C(=O)C2=CNC3=C2C=C(C=N3)C4=CC=C(C=C4)Cl)F. Drug 2: C1=CC(=CC=C1CCCC(=O)O)N(CCCl)CCCl. Cell line: OVCAR3. Synergy scores: CSS=21.9, Synergy_ZIP=-6.90, Synergy_Bliss=2.75, Synergy_Loewe=-0.757, Synergy_HSA=1.32. (4) Drug 1: CNC(=O)C1=CC=CC=C1SC2=CC3=C(C=C2)C(=NN3)C=CC4=CC=CC=N4. Drug 2: C1=NC(=NC(=O)N1C2C(C(C(O2)CO)O)O)N. Cell line: KM12. Synergy scores: CSS=2.14, Synergy_ZIP=-3.99, Synergy_Bliss=-1.22, Synergy_Loewe=-9.12, Synergy_HSA=-4.41. (5) Drug 1: CN1CCC(CC1)COC2=C(C=C3C(=C2)N=CN=C3NC4=C(C=C(C=C4)Br)F)OC. Drug 2: C1=CC=C(C=C1)NC(=O)CCCCCCC(=O)NO. Cell line: UO-31. Synergy scores: CSS=23.8, Synergy_ZIP=-6.38, Synergy_Bliss=3.40, Synergy_Loewe=0.868, Synergy_HSA=5.02. (6) Drug 1: C1=CC=C(C=C1)NC(=O)CCCCCCC(=O)NO. Drug 2: CC1C(C(CC(O1)OC2CC(CC3=C2C(=C4C(=C3O)C(=O)C5=C(C4=O)C(=CC=C5)OC)O)(C(=O)CO)O)N)O.Cl. Cell line: A549. Synergy scores: CSS=27.8, Synergy_ZIP=-3.46, Synergy_Bliss=-0.848, Synergy_Loewe=-8.72, Synergy_HSA=1.21.